From a dataset of Full USPTO retrosynthesis dataset with 1.9M reactions from patents (1976-2016). Predict the reactants needed to synthesize the given product. Given the product [CH2:1]([O:8][C:9]([NH:11][C@H:12]([C:13]([NH:34][NH2:35])=[O:14])[CH2:16][CH2:17][CH2:18][CH2:19][NH:20][C:21](=[O:22])[O:23][C:24]([CH3:27])([CH3:26])[CH3:25])=[O:10])[C:2]1[CH:7]=[CH:6][CH:5]=[CH:4][CH:3]=1, predict the reactants needed to synthesize it. The reactants are: [CH2:1]([O:8][C:9]([NH:11][C@@H:12]([CH2:16][CH2:17][CH2:18][CH2:19][NH:20][C:21]([O:23][C:24]([CH3:27])([CH3:26])[CH3:25])=[O:22])[C:13](O)=[O:14])=[O:10])[C:2]1[CH:7]=[CH:6][CH:5]=[CH:4][CH:3]=1.C1C=CC2N(O)[N:35]=[N:34]C=2C=1.C(Cl)CCl.O.NN.